This data is from Reaction yield outcomes from USPTO patents with 853,638 reactions. The task is: Predict the reaction yield, written as a fraction of the theoretical maximum amount of product (1.0 means a 100% yield; for example, 0.34 means a 34% yield). The reactants are Cl[C:2]1[CH:3]=[CH:4][C:5]2[N:6]([C:8]([C:11]3[CH:16]=[C:15]([O:17][CH3:18])[CH:14]=[CH:13][C:12]=3[O:19][CH3:20])=[N:9][N:10]=2)[N:7]=1.[CH3:21][O:22][C:23]1[CH:28]=[CH:27][C:26](B(O)O)=[CH:25][C:24]=1[O:32][C@H:33]1[CH2:37][CH2:36][O:35][CH2:34]1.C([O-])([O-])=O.[Na+].[Na+]. The catalyst is COCCOC.C1C=CC([P]([Pd]([P](C2C=CC=CC=2)(C2C=CC=CC=2)C2C=CC=CC=2)([P](C2C=CC=CC=2)(C2C=CC=CC=2)C2C=CC=CC=2)[P](C2C=CC=CC=2)(C2C=CC=CC=2)C2C=CC=CC=2)(C2C=CC=CC=2)C2C=CC=CC=2)=CC=1. The product is [CH3:20][O:19][C:12]1[CH:13]=[CH:14][C:15]([O:17][CH3:18])=[CH:16][C:11]=1[C:8]1[N:6]2[N:7]=[C:2]([C:26]3[CH:27]=[CH:28][C:23]([O:22][CH3:21])=[C:24]([O:32][C@H:33]4[CH2:37][CH2:36][O:35][CH2:34]4)[CH:25]=3)[CH:3]=[CH:4][C:5]2=[N:10][N:9]=1. The yield is 0.350.